From a dataset of Catalyst prediction with 721,799 reactions and 888 catalyst types from USPTO. Predict which catalyst facilitates the given reaction. (1) Reactant: [Br:1][C:2]1[CH:7]=[CH:6][C:5]([N:8]2[CH:12]=[CH:11][C:10]([NH:13][C:14](=[O:19])[C:15]([F:18])([F:17])[F:16])=[N:9]2)=[CH:4][C:3]=1[O:20][CH3:21].[C:22]([O-])([O-])=O.[K+].[K+].CI.O. Product: [Br:1][C:2]1[CH:7]=[CH:6][C:5]([N:8]2[CH:12]=[CH:11][C:10]([N:13]([CH3:22])[C:14](=[O:19])[C:15]([F:18])([F:16])[F:17])=[N:9]2)=[CH:4][C:3]=1[O:20][CH3:21]. The catalyst class is: 3. (2) Product: [Cl:22][CH2:23][CH2:24][O:25][C:26]1[CH:34]=[CH:33][C:29]([C:30]([N:7]2[C:6]3[CH:20]=[CH:21][C:3]([O:2][CH3:1])=[CH:4][C:5]=3[O:11][CH2:10][CH:9]([C:12]3[CH:17]=[CH:16][C:15]([O:18][CH3:19])=[CH:14][CH:13]=3)[CH2:8]2)=[O:31])=[CH:28][CH:27]=1. Reactant: [CH3:1][O:2][C:3]1[CH:21]=[CH:20][C:6]2[NH:7][CH2:8][CH:9]([C:12]3[CH:17]=[CH:16][C:15]([O:18][CH3:19])=[CH:14][CH:13]=3)[CH2:10][O:11][C:5]=2[CH:4]=1.[Cl:22][CH2:23][CH2:24][O:25][C:26]1[CH:34]=[CH:33][C:29]([C:30](Cl)=[O:31])=[CH:28][CH:27]=1.C(N(CC)CC)C.O. The catalyst class is: 1.